Dataset: Forward reaction prediction with 1.9M reactions from USPTO patents (1976-2016). Task: Predict the product of the given reaction. (1) Given the reactants Cl.C([O:10][CH2:11][CH2:12][O:13][CH2:14][CH2:15][N:16]1[C:24]2[C:23]([NH:25][C:26]3[CH:41]=[CH:40][C:29]([O:30][C:31]4[CH:32]=[C:33]([CH:37]=[CH:38][CH:39]=4)[C:34](O)=[O:35])=[C:28]([Cl:42])[CH:27]=3)=[N:22][CH:21]=[N:20][C:19]=2[CH:18]=[CH:17]1)(=O)C1C=CC=CC=1.[NH:43]1[CH2:48][CH2:47][O:46][CH2:45][CH2:44]1.ON1C2C=CC=CC=2N=N1.[OH-].[Na+], predict the reaction product. The product is: [Cl:42][C:28]1[CH:27]=[C:26]([NH:25][C:23]2[C:24]3[N:16]([CH2:15][CH2:14][O:13][CH2:12][CH2:11][OH:10])[CH:17]=[CH:18][C:19]=3[N:20]=[CH:21][N:22]=2)[CH:41]=[CH:40][C:29]=1[O:30][C:31]1[CH:39]=[CH:38][CH:37]=[C:33]([C:34]([N:43]2[CH2:48][CH2:47][O:46][CH2:45][CH2:44]2)=[O:35])[CH:32]=1. (2) The product is: [NH2:32][CH2:31][C@H:29]1[O:28][N:27]=[C:26]([C:23]2[N:24]=[CH:25][C:20]([C:3]3[CH:4]=[CH:5][C:6]([N:8]4[CH2:12][C@H:11]([CH2:13][N:14]5[CH:18]=[CH:17][N:16]=[N:15]5)[O:10][C:9]4=[O:19])=[CH:7][C:2]=3[F:1])=[CH:21][CH:22]=2)[CH2:30]1. Given the reactants [F:1][C:2]1[CH:7]=[C:6]([N:8]2[CH2:12][CH:11]([CH2:13][N:14]3[CH:18]=[CH:17][N:16]=[N:15]3)[O:10][C:9]2=[O:19])[CH:5]=[CH:4][C:3]=1[C:20]1[CH:21]=[CH:22][C:23]([C:26]2[CH2:30][C@@H:29]([CH2:31][NH:32]C(=O)OC(C)(C)C)[O:28][N:27]=2)=[N:24][CH:25]=1.Cl, predict the reaction product.